This data is from Peptide-MHC class I binding affinity with 185,985 pairs from IEDB/IMGT. The task is: Regression. Given a peptide amino acid sequence and an MHC pseudo amino acid sequence, predict their binding affinity value. This is MHC class I binding data. (1) The binding affinity (normalized) is 0.0847. The MHC is HLA-A26:03 with pseudo-sequence HLA-A26:03. The peptide sequence is NRYGVAYVY. (2) The peptide sequence is KSVTKSSSW. The MHC is HLA-B15:17 with pseudo-sequence HLA-B15:17. The binding affinity (normalized) is 1.00.